Dataset: Forward reaction prediction with 1.9M reactions from USPTO patents (1976-2016). Task: Predict the product of the given reaction. Given the reactants [CH3:1][N:2]([CH:4]([CH:7]1[CH2:16][CH2:15][C:10]2([O:14][CH2:13][CH2:12][O:11]2)[CH2:9][CH2:8]1)[C:5]#N)[CH3:3].[Cl:17][C:18]1[CH:23]=[CH:22]C([Mg]Br)=[CH:20][CH:19]=1.[Cl-].[NH4+], predict the reaction product. The product is: [Cl:17][C:18]1[CH:23]=[CH:22][C:5]([CH:4]([N:2]([CH3:3])[CH3:1])[CH:7]2[CH2:16][CH2:15][C:10]3([O:14][CH2:13][CH2:12][O:11]3)[CH2:9][CH2:8]2)=[CH:20][CH:19]=1.